Dataset: Catalyst prediction with 721,799 reactions and 888 catalyst types from USPTO. Task: Predict which catalyst facilitates the given reaction. (1) The catalyst class is: 12. Product: [F:38][C:19]([F:39])([F:18])[C:20]1[C:28]2[CH2:27][CH2:26][CH2:25][CH2:24][C:23]=2[N:22]([C:29]2[CH:30]=[CH:31][C:32]([NH:43][C:46]([N:49]3[CH2:53][CH2:52][CH2:51][CH2:50]3)=[O:8])=[CH:36][CH:37]=2)[N:21]=1. Reactant: C1(P(N=[N+]=[N-])(C2C=CC=CC=2)=[O:8])C=CC=CC=1.[F:18][C:19]([F:39])([F:38])[C:20]1[C:28]2[CH2:27][CH2:26][CH2:25][CH2:24][C:23]=2[N:22]([C:29]2[CH:37]=[CH:36][C:32](C(O)=O)=[CH:31][CH:30]=2)[N:21]=1.C([N:43]([CH:46](C)C)CC)(C)C.[NH:49]1[CH2:53][CH2:52][CH2:51][CH2:50]1. (2) Reactant: Cl[C:2]1[C:11]([CH3:12])=[C:10]([Cl:13])[C:9]2[C:4](=[CH:5][C:6]([F:15])=[CH:7][C:8]=2[F:14])[N:3]=1.[CH3:16][C:17]1[CH:18]=[CH:19][C:20]([Sn](CCCC)(CCCC)CCCC)=[N:21][CH:22]=1. Product: [Cl:13][C:10]1[C:9]2[C:4](=[CH:5][C:6]([F:15])=[CH:7][C:8]=2[F:14])[N:3]=[C:2]([C:20]2[CH:19]=[CH:18][C:17]([CH3:16])=[CH:22][N:21]=2)[C:11]=1[CH3:12]. The catalyst class is: 11.